This data is from Catalyst prediction with 721,799 reactions and 888 catalyst types from USPTO. The task is: Predict which catalyst facilitates the given reaction. (1) Reactant: [OH:1][C:2]1[C:11]2[C:6](=[CH:7][CH:8]=[CH:9][CH:10]=2)[C:5]([NH:12][C:13](=[O:19])[O:14][C:15]([CH3:18])([CH3:17])[CH3:16])=[CH:4][CH:3]=1.I[C:21]1[CH:26]=[CH:25][N:24]=[C:23]([S:27][CH3:28])[N:22]=1.C(=O)([O-])[O-].[Cs+].[Cs+]. Product: [C:15]([O:14][C:13](=[O:19])[NH:12][C:5]1[C:6]2[C:11](=[CH:10][CH:9]=[CH:8][CH:7]=2)[C:2]([O:1][C:21]2[CH:26]=[CH:25][N:24]=[C:23]([S:27][CH3:28])[N:22]=2)=[CH:3][CH:4]=1)([CH3:16])([CH3:18])[CH3:17]. The catalyst class is: 85. (2) Reactant: [CH3:1][O:2][C:3]1[CH:4]=[C:5]([NH:15][C:16]2[N:17]=[C:18]([CH2:26][C:27]3[CH:32]=[CH:31][CH:30]=[C:29]([O:33][CH3:34])[CH:28]=3)[C:19]3[CH2:25][NH:24][CH2:23][CH2:22][C:20]=3[N:21]=2)[CH:6]=[CH:7][C:8]=1[N:9]1[CH:13]=[C:12]([CH3:14])[N:11]=[CH:10]1.[C:35](OC(=O)C)(=[O:37])[CH3:36]. Product: [CH3:1][O:2][C:3]1[CH:4]=[C:5]([NH:15][C:16]2[N:17]=[C:18]([CH2:26][C:27]3[CH:32]=[CH:31][CH:30]=[C:29]([O:33][CH3:34])[CH:28]=3)[C:19]3[CH2:25][N:24]([C:35](=[O:37])[CH3:36])[CH2:23][CH2:22][C:20]=3[N:21]=2)[CH:6]=[CH:7][C:8]=1[N:9]1[CH:13]=[C:12]([CH3:14])[N:11]=[CH:10]1. The catalyst class is: 2.